Dataset: NCI-60 drug combinations with 297,098 pairs across 59 cell lines. Task: Regression. Given two drug SMILES strings and cell line genomic features, predict the synergy score measuring deviation from expected non-interaction effect. Drug 1: CC1=C2C(C(=O)C3(C(CC4C(C3C(C(C2(C)C)(CC1OC(=O)C(C(C5=CC=CC=C5)NC(=O)OC(C)(C)C)O)O)OC(=O)C6=CC=CC=C6)(CO4)OC(=O)C)OC)C)OC. Drug 2: CC1CCCC2(C(O2)CC(NC(=O)CC(C(C(=O)C(C1O)C)(C)C)O)C(=CC3=CSC(=N3)C)C)C. Cell line: SF-268. Synergy scores: CSS=60.5, Synergy_ZIP=18.2, Synergy_Bliss=17.3, Synergy_Loewe=11.4, Synergy_HSA=16.7.